Dataset: Catalyst prediction with 721,799 reactions and 888 catalyst types from USPTO. Task: Predict which catalyst facilitates the given reaction. (1) Reactant: [F:1][C:2]1[CH:7]=[C:6]([I:8])[CH:5]=[CH:4][C:3]=1[N:9]1[C:14]2[N:15]([CH3:33])[C:16](=[O:32])[C:17]([CH3:31])=[C:18]([NH:19][C:20]3[CH:21]=[C:22]([NH:26][S:27]([CH3:30])(=[O:29])=[O:28])[CH:23]=[CH:24][CH:25]=3)[C:13]=2[C:12](=[O:34])[N:11]([CH3:35])[C:10]1=[O:36].CC(C)([O-])C.[K+].CO.C(O)(=O)C. Product: [F:1][C:2]1[CH:7]=[C:6]([I:8])[CH:5]=[CH:4][C:3]=1[NH:9][C:14]1[N:15]([CH3:33])[C:16](=[O:32])[C:17]([CH3:31])=[C:18]2[C:13]=1[C:12](=[O:34])[N:11]([CH3:35])[C:10](=[O:36])[N:19]2[C:20]1[CH:21]=[C:22]([NH:26][S:27]([CH3:30])(=[O:28])=[O:29])[CH:23]=[CH:24][CH:25]=1. The catalyst class is: 7. (2) The catalyst class is: 35. Reactant: [CH3:1][O:2][C:3](=[O:14])[CH2:4][C:5]1[C:13]2[C:8](=[CH:9][CH:10]=[CH:11][CH:12]=2)[NH:7][CH:6]=1.[H-].[Na+].[CH2:17](I)[CH3:18].Cl. Product: [CH3:1][O:2][C:3](=[O:14])[CH2:4][C:5]1[C:13]2[C:8](=[CH:9][CH:10]=[CH:11][CH:12]=2)[N:7]([CH2:17][CH3:18])[CH:6]=1. (3) Reactant: Cl[C:2]1[N:7]=[C:6]([NH2:8])[CH:5]=[CH:4][N:3]=1.[CH3:9][N:10]1[CH2:15][CH2:14][NH:13][CH2:12][CH2:11]1. Product: [CH3:9][N:10]1[CH2:15][CH2:14][N:13]([C:2]2[N:7]=[C:6]([NH2:8])[CH:5]=[CH:4][N:3]=2)[CH2:12][CH2:11]1. The catalyst class is: 9. (4) Reactant: Br[C:2]1[C:7]([C:8]#[N:9])=[C:6]([Cl:10])[C:5]([O:11][Si:12]([CH:19]([CH3:21])[CH3:20])([CH:16]([CH3:18])[CH3:17])[CH:13]([CH3:15])[CH3:14])=[CH:4][CH:3]=1.C(=O)=O.CC(C)=O.[Li]CCCC.[B:34](OCC)([O:38]CC)[O:35]CC. Product: [Cl:10][C:6]1[C:7]([C:8]#[N:9])=[C:2]([B:34]([OH:38])[OH:35])[CH:3]=[CH:4][C:5]=1[O:11][Si:12]([CH:19]([CH3:21])[CH3:20])([CH:16]([CH3:18])[CH3:17])[CH:13]([CH3:15])[CH3:14]. The catalyst class is: 1.